Regression. Given a peptide amino acid sequence and an MHC pseudo amino acid sequence, predict their binding affinity value. This is MHC class II binding data. From a dataset of Peptide-MHC class II binding affinity with 134,281 pairs from IEDB. (1) The peptide sequence is ISGYNFSLSAAVKAG. The MHC is H-2-IAb with pseudo-sequence H-2-IAb. The binding affinity (normalized) is 0.679. (2) The peptide sequence is DMRLLSLAVSSAVPT. The MHC is HLA-DQA10501-DQB10302 with pseudo-sequence HLA-DQA10501-DQB10302. The binding affinity (normalized) is 0.482. (3) The binding affinity (normalized) is 0.458. The peptide sequence is SPHHKKLAQAVMEMT. The MHC is HLA-DQA10501-DQB10402 with pseudo-sequence HLA-DQA10501-DQB10402. (4) The peptide sequence is APTGATTAAAGGYKV. The MHC is HLA-DQA10501-DQB10201 with pseudo-sequence HLA-DQA10501-DQB10201. The binding affinity (normalized) is 0. (5) The peptide sequence is EVLYLKPLAGVYRSLKKQLG. The MHC is DRB1_0102 with pseudo-sequence QEFFIASGAAVDAIMWLFLECYDLQRATYHAVFT. The binding affinity (normalized) is 0.662. (6) The peptide sequence is YDKFLANVSTVLTHK. The MHC is DRB1_1302 with pseudo-sequence DRB1_1302. The binding affinity (normalized) is 0.800.